Dataset: Forward reaction prediction with 1.9M reactions from USPTO patents (1976-2016). Task: Predict the product of the given reaction. (1) Given the reactants [ClH:1].CN(C)CCCN=C=NCC.ON1C2C=CC=CC=2N=N1.C(N(C(C)C)CC)(C)C.[CH3:32][N:33]1[CH2:38][CH2:37][N:36]([C:39]2[CH:63]=[CH:62][C:42]([CH2:43][NH:44][C:45]3[N:54]([CH2:55][CH2:56][CH2:57][C:58](O)=[O:59])[C:53](=[O:61])[C:52]4[C:47](=[CH:48][CH:49]=[CH:50][CH:51]=4)[N:46]=3)=[CH:41][CH:40]=2)[CH2:35][CH2:34]1, predict the reaction product. The product is: [ClH:1].[CH3:32][N:33]1[CH2:34][CH2:35][N:36]([C:39]2[CH:40]=[CH:41][C:42]([CH2:43][N:44]3[C:45]4=[N:46][C:47]5[C:52]([C:53](=[O:61])[N:54]4[CH2:55][CH2:56][CH2:57][C:58]3=[O:59])=[CH:51][CH:50]=[CH:49][CH:48]=5)=[CH:62][CH:63]=2)[CH2:37][CH2:38]1. (2) The product is: [CH3:8][C:6]1([CH3:7])[C:2]([CH3:21])([CH3:1])[O:3][B:4]([C:9]2[CH:14]=[CH:13][N:12]=[C:11]([N:15]3[CH2:16][CH2:17][N:18]([C:29]([O:31][C:32]([CH3:35])([CH3:34])[CH3:33])=[O:30])[CH2:19][CH2:20]3)[CH:10]=2)[O:5]1. Given the reactants [CH3:1][C:2]1([CH3:21])[C:6]([CH3:8])([CH3:7])[O:5][B:4]([C:9]2[CH:14]=[CH:13][N:12]=[C:11]([N:15]3[CH2:20][CH2:19][NH:18][CH2:17][CH2:16]3)[CH:10]=2)[O:3]1.C(N(CC)CC)C.[C:29](O[C:29]([O:31][C:32]([CH3:35])([CH3:34])[CH3:33])=[O:30])([O:31][C:32]([CH3:35])([CH3:34])[CH3:33])=[O:30], predict the reaction product. (3) The product is: [CH3:26][O:27][C:28](=[O:43])[CH2:29][O:30][C:31]1[CH:36]=[CH:35][C:34]([O:37][CH2:38][C:39]2[S:41][C:2]([C:15]3[CH:20]=[CH:19][C:18]([O:21][C:22]([F:25])([F:24])[F:23])=[CH:17][CH:16]=3)=[C:3]([C:5]3[CH:10]=[CH:9][C:8]([O:11][CH:12]([CH3:14])[CH3:13])=[CH:7][CH:6]=3)[N:40]=2)=[CH:33][C:32]=1[CH3:42]. Given the reactants Br[CH:2]([C:15]1[CH:20]=[CH:19][C:18]([O:21][C:22]([F:25])([F:24])[F:23])=[CH:17][CH:16]=1)[C:3]([C:5]1[CH:10]=[CH:9][C:8]([O:11][CH:12]([CH3:14])[CH3:13])=[CH:7][CH:6]=1)=O.[CH3:26][O:27][C:28](=[O:43])[CH2:29][O:30][C:31]1[CH:36]=[CH:35][C:34]([O:37][CH2:38][C:39](=[S:41])[NH2:40])=[CH:33][C:32]=1[CH3:42], predict the reaction product. (4) Given the reactants S(=O)(=O)(O)O.[CH2:6]1[C:14]2[C:9](=[CH:10][CH:11]=[CH:12][CH:13]=2)[CH2:8][NH:7]1.[N+:15]([O-])([OH:17])=[O:16], predict the reaction product. The product is: [N+:15]([C:12]1[CH:13]=[C:14]2[C:9](=[CH:10][CH:11]=1)[CH2:8][NH:7][CH2:6]2)([O-:17])=[O:16]. (5) Given the reactants [Si]([O:8][CH:9]1[CH2:14][CH2:13][CH:12]([C:15]2[N:16]=[N:17][N:18]3[C:23]=2[C:22]2[CH:24]=[CH:25][NH:26][C:21]=2[N:20]=[CH:19]3)[CH2:11][CH2:10]1)(C(C)(C)C)(C)C.C1(C)C=CC(S([O-])(=O)=O)=CC=1.[NH+]1C=CC=CC=1, predict the reaction product. The product is: [C:15]1([CH:12]2[CH2:11][CH2:10][CH:9]([OH:8])[CH2:14][CH2:13]2)[N:16]=[N:17][N:18]2[C:23]=1[C:22]1[CH:24]=[CH:25][NH:26][C:21]=1[N:20]=[CH:19]2.